From a dataset of Forward reaction prediction with 1.9M reactions from USPTO patents (1976-2016). Predict the product of the given reaction. (1) Given the reactants [F:1][C:2]1[CH:7]=[C:6]([N+:8]([O-])=O)[CH:5]=[CH:4][C:3]=1[N:11]1[CH2:16][CH2:15][O:14][CH2:13][CH2:12]1, predict the reaction product. The product is: [F:1][C:2]1[CH:7]=[C:6]([NH2:8])[CH:5]=[CH:4][C:3]=1[N:11]1[CH2:12][CH2:13][O:14][CH2:15][CH2:16]1. (2) Given the reactants C([Li])CCC.C[N:7]([CH2:9][CH2:10][N:11]([CH3:13])[CH3:12])C.CN1C=CN=C1.[Sn:20](Cl)([CH2:29][CH2:30][CH2:31][CH3:32])([CH2:25][CH2:26][CH2:27][CH3:28])[CH2:21][CH2:22][CH2:23][CH3:24], predict the reaction product. The product is: [CH3:12][N:11]1[C:10]([Sn:20]([CH2:25][CH2:26][CH2:27][CH3:28])([CH2:29][CH2:30][CH2:31][CH3:32])[CH2:21][CH2:22][CH2:23][CH3:24])=[CH:9][N:7]=[CH:13]1.